From a dataset of Full USPTO retrosynthesis dataset with 1.9M reactions from patents (1976-2016). Predict the reactants needed to synthesize the given product. (1) Given the product [CH3:6][N:7]([C@H:9]([C:14]1[CH:20]=[CH:21][CH:11]=[CH:12][CH:13]=1)[CH2:30][CH2:29][O:28][C:25]1[CH:26]=[CH:2][CH:3]=[C:4]2[CH:5]=[CH:5][CH:4]=[CH:3][C:2]=12)[CH3:8], predict the reactants needed to synthesize it. The reactants are: O1[CH2:5][CH2:4][CH2:3][CH2:2]1.[CH3:6][N:7]([C:9]1[CH:14]=[CH:13][CH:12]=[CH:11]N=1)[CH3:8].C(N([CH2:20][CH3:21])CC)C.CNC.[C:25]([O:28][CH2:29][CH3:30])(=O)[CH3:26]. (2) Given the product [Br:21][CH2:14][C:11]([CH:8]1[CH2:7][CH2:6][O:5][CH2:10][CH2:9]1)=[O:13], predict the reactants needed to synthesize it. The reactants are: S(Cl)(Cl)=O.[O:5]1[CH2:10][CH2:9][CH:8]([C:11]([OH:13])=O)[CH2:7][CH2:6]1.[CH3:14][Si](C=[N+]=[N-])(C)C.[BrH:21]. (3) Given the product [F:1][C:2]1[CH:7]=[C:6]([F:8])[CH:5]=[CH:4][C:3]=1[C:9]1[CH:10]=[C:11]([CH2:20][N:30]2[CH2:31][CH2:32][N:27]([CH3:26])[CH2:28][CH2:29]2)[C:12](=[O:19])[N:13]([CH2:15][CH:16]([CH3:18])[CH3:17])[N:14]=1, predict the reactants needed to synthesize it. The reactants are: [F:1][C:2]1[CH:7]=[C:6]([F:8])[CH:5]=[CH:4][C:3]=1[C:9]1[CH:10]=[C:11]([CH2:20]OS(C)(=O)=O)[C:12](=[O:19])[N:13]([CH2:15][CH:16]([CH3:18])[CH3:17])[N:14]=1.[CH3:26][N:27]1[CH2:32][CH2:31][NH:30][CH2:29][CH2:28]1. (4) Given the product [NH:20]([C:2]1[N:10]=[C:9]2[C:5]([N:6]=[CH:7][N:8]2[CH3:11])=[C:4]([NH:12][C:13]2[CH:18]=[CH:17][CH:16]=[CH:15][CH:14]=2)[N:3]=1)[NH2:21], predict the reactants needed to synthesize it. The reactants are: Cl[C:2]1[N:10]=[C:9]2[C:5]([N:6]=[CH:7][N:8]2[CH3:11])=[C:4]([NH:12][C:13]2[CH:18]=[CH:17][CH:16]=[CH:15][CH:14]=2)[N:3]=1.O.[NH2:20][NH2:21]. (5) Given the product [C:30]([C:26]1[CH:27]=[C:28]2[C:23](=[CH:24][CH:25]=1)[C:22](=[O:34])[N:21]([C:7]1[CH:8]=[CH:9][CH:10]=[C:11]([C:36]3[CH:37]=[C:38]([NH:44][C:45]4[CH:49]=[CH:48][N:47]([CH2:50][CH3:51])[N:46]=4)[C:39](=[O:43])[N:40]([CH3:42])[CH:41]=3)[C:6]=1[CH2:5][OH:4])[CH2:29]2)([CH3:33])([CH3:31])[CH3:32], predict the reactants needed to synthesize it. The reactants are: C([O:4][CH2:5][C:6]1[C:11](B2OC(C)(C)C(C)(C)O2)=[CH:10][CH:9]=[CH:8][C:7]=1[N:21]1[CH2:29][C:28]2[C:23](=[CH:24][CH:25]=[C:26]([C:30]([CH3:33])([CH3:32])[CH3:31])[CH:27]=2)[C:22]1=[O:34])(=O)C.Br[C:36]1[CH:37]=[C:38]([NH:44][C:45]2[CH:49]=[CH:48][N:47]([CH2:50][CH3:51])[N:46]=2)[C:39](=[O:43])[N:40]([CH3:42])[CH:41]=1. (6) Given the product [O:15]1[CH2:16][CH2:17][C@H:13]([NH:12][S:19](=[O:27])(=[O:28])[O:18][C:22]2[CH:23]=[CH:24][CH:25]=[CH:26][C:21]=2[OH:20])[CH2:14]1, predict the reactants needed to synthesize it. The reactants are: C1(C)C=CC(S(O)(=O)=O)=CC=1.[NH2:12][C@H:13]1[CH2:17][CH2:16][O:15][CH2:14]1.[O:18]1[C:22]2[CH:23]=[CH:24][CH:25]=[CH:26][C:21]=2[O:20][S:19]1(=[O:28])=[O:27].C(N(CC)CC)C. (7) Given the product [CH3:1][N:2]1[C:3]2=[N:4][CH:5]=[C:6]([C:10]([F:13])([F:11])[F:12])[CH:7]=[C:8]2[N:9]=[C:18]1[C:17]1[CH:20]=[CH:21][CH:22]=[CH:23][C:16]=1[S:15][CH3:14], predict the reactants needed to synthesize it. The reactants are: [CH3:1][NH:2][C:3]1[C:8]([NH2:9])=[CH:7][C:6]([C:10]([F:13])([F:12])[F:11])=[CH:5][N:4]=1.[CH3:14][S:15][C:16]1[CH:23]=[CH:22][CH:21]=[CH:20][C:17]=1[CH:18]=O.S([O-])(O)=O.[Na+].[Cl-].[NH4+]. (8) Given the product [C:1]([O:5][C:6]([N:8]1[CH2:20][C@@H:19]([CH3:21])[N:18]2[C@H:10]([CH2:11][C:12]3[C:17]2=[N:16][C:15]([CH3:22])=[C:14]([OH:25])[CH:13]=3)[CH2:9]1)=[O:7])([CH3:4])([CH3:3])[CH3:2], predict the reactants needed to synthesize it. The reactants are: [C:1]([O:5][C:6]([N:8]1[CH2:20][C@@H:19]([CH3:21])[N:18]2[C@H:10]([CH2:11][C:12]3[C:17]2=[N:16][C:15]([CH3:22])=[C:14](Br)[CH:13]=3)[CH2:9]1)=[O:7])([CH3:4])([CH3:3])[CH3:2].B(OC(C)C)(OC(C)C)[O:25]C(C)C.C([Li])(C)(C)C.OO. (9) Given the product [N:46]1([CH2:45][CH2:44][O:1][C:2]2[CH:3]=[C:4]([C:8]3[CH:9]=[C:10]4[C:16]([NH:17][C:18]([C:20]5[CH:21]=[N:22][N:23]([CH2:25][C:26]6[CH:31]=[CH:30][CH:29]=[CH:28][CH:27]=6)[CH:24]=5)=[O:19])=[CH:15][N:14]([S:32]([C:35]5[CH:36]=[CH:37][C:38]([CH3:41])=[CH:39][CH:40]=5)(=[O:33])=[O:34])[C:11]4=[N:12][CH:13]=3)[CH:5]=[CH:6][CH:7]=2)[CH2:51][CH2:50][O:49][CH2:48][CH2:47]1, predict the reactants needed to synthesize it. The reactants are: [OH:1][C:2]1[CH:3]=[C:4]([C:8]2[CH:9]=[C:10]3[C:16]([NH:17][C:18]([C:20]4[CH:21]=[N:22][N:23]([CH2:25][C:26]5[CH:31]=[CH:30][CH:29]=[CH:28][CH:27]=5)[CH:24]=4)=[O:19])=[CH:15][N:14]([S:32]([C:35]4[CH:40]=[CH:39][C:38]([CH3:41])=[CH:37][CH:36]=4)(=[O:34])=[O:33])[C:11]3=[N:12][CH:13]=2)[CH:5]=[CH:6][CH:7]=1.Cl.Cl[CH2:44][CH2:45][N:46]1[CH2:51][CH2:50][O:49][CH2:48][CH2:47]1.C([O-])([O-])=O.[Cs+].[Cs+].